The task is: Predict the reaction yield, written as a fraction of the theoretical maximum amount of product (1.0 means a 100% yield; for example, 0.34 means a 34% yield).. This data is from Reaction yield outcomes from USPTO patents with 853,638 reactions. (1) The reactants are [NH2:1][C:2]1[CH:3]=[CH:4][C:5]([Br:18])=[C:6]([CH:17]=1)[CH2:7][N:8]([CH3:16])[C:9](=[O:15])[O:10][C:11]([CH3:14])([CH3:13])[CH3:12].[C:19](O[C:19]([O:21][C:22]([CH3:25])([CH3:24])[CH3:23])=[O:20])([O:21][C:22]([CH3:25])([CH3:24])[CH3:23])=[O:20]. No catalyst specified. The product is [Br:18][C:5]1[CH:4]=[CH:3][C:2]([NH:1][C:19]([O:21][C:22]([CH3:25])([CH3:24])[CH3:23])=[O:20])=[CH:17][C:6]=1[CH2:7][N:8]([CH3:16])[C:9](=[O:15])[O:10][C:11]([CH3:12])([CH3:13])[CH3:14]. The yield is 0.715. (2) The reactants are Cl[C:2]1[CH:7]=[CH:6][N:5]2[N:8]=[CH:9][C:10]([C:11]([O:13][CH2:14][CH3:15])=[O:12])=[C:4]2[N:3]=1.[F:16][C:17]1[CH:22]=[CH:21][C:20]([F:23])=[CH:19][C:18]=1[CH:24]1[CH2:28][CH2:27][CH2:26][NH:25]1.[F-].[K+].O. The catalyst is CS(C)=O. The product is [F:16][C:17]1[CH:22]=[CH:21][C:20]([F:23])=[CH:19][C:18]=1[CH:24]1[CH2:28][CH2:27][CH2:26][N:25]1[C:2]1[CH:7]=[CH:6][N:5]2[N:8]=[CH:9][C:10]([C:11]([O:13][CH2:14][CH3:15])=[O:12])=[C:4]2[N:3]=1. The yield is 0.910. (3) The reactants are C(N(S(F)(F)[F:7])CC)C.[CH2:10]([O:17][C:18]([N:20]1[CH2:24][C@@H:23](O)[CH2:22][C@@H:21]1[CH2:26][C:27]1[C:28]([CH3:34])=[N:29][N:30]([CH3:33])[C:31]=1[CH3:32])=[O:19])[C:11]1[CH:16]=[CH:15][CH:14]=[CH:13][CH:12]=1. The catalyst is C(Cl)Cl. The product is [CH2:10]([O:17][C:18]([N:20]1[CH2:24][C@H:23]([F:7])[CH2:22][C@@H:21]1[CH2:26][C:27]1[C:28]([CH3:34])=[N:29][N:30]([CH3:33])[C:31]=1[CH3:32])=[O:19])[C:11]1[CH:16]=[CH:15][CH:14]=[CH:13][CH:12]=1. The yield is 0.710. (4) The reactants are [Br:1][C:2]1[N:7]=[C:6]([NH:8][C:9]2[S:10][C:11](Br)=[CH:12][N:13]=2)[CH:5]=[CH:4][CH:3]=1.[C:15]([C:18]1[CH:19]=[C:20]([SH:25])[CH:21]=[CH:22][C:23]=1[CH3:24])([OH:17])=[O:16].C[O-].[Na+]. The catalyst is CO.C1COCC1. The product is [Br:1][C:2]1[N:7]=[C:6]([NH:8][C:9]2[S:10][C:11]([S:25][C:20]3[CH:21]=[CH:22][C:23]([CH3:24])=[C:18]([CH:19]=3)[C:15]([OH:17])=[O:16])=[CH:12][N:13]=2)[CH:5]=[CH:4][CH:3]=1. The yield is 0.810.